This data is from Orexin1 receptor HTS with 218,158 compounds and 233 confirmed actives. The task is: Binary Classification. Given a drug SMILES string, predict its activity (active/inactive) in a high-throughput screening assay against a specified biological target. (1) The molecule is s1c(NC(=O)COc2ccc([N+]([O-])=O)cc2)nc(c2ncccc2)c1. The result is 0 (inactive). (2) The drug is S(CC(=O)Nc1sc(nn1)C)c1nnc(c2ncccc2)cc1. The result is 0 (inactive). (3) The drug is Brc1c2c(c(SCC(=O)Nc3ccc(S(=O)(=O)Nc4sccn4)cc3)cc1)c(Cl)ccc2. The result is 1 (active). (4) The molecule is s1c(C(OC2CCOC2=O)=O)ccc1c1sc2c(n1)cccc2. The result is 1 (active). (5) The drug is S(CC(=O)N1N=C(CC1c1occc1)c1ccc(cc1)C)c1nc(N)cc(n1)N. The result is 0 (inactive).